Task: Regression. Given a peptide amino acid sequence and an MHC pseudo amino acid sequence, predict their binding affinity value. This is MHC class II binding data.. Dataset: Peptide-MHC class II binding affinity with 134,281 pairs from IEDB (1) The peptide sequence is GELQIVDKICAAFKI. The MHC is DRB1_1201 with pseudo-sequence DRB1_1201. The binding affinity (normalized) is 0.729. (2) The peptide sequence is IAATAANAAPTNDKF. The MHC is DRB1_0101 with pseudo-sequence DRB1_0101. The binding affinity (normalized) is 0.302. (3) The peptide sequence is TVGTKTFLVHREWFM. The MHC is DRB1_0701 with pseudo-sequence DRB1_0701. The binding affinity (normalized) is 0.890. (4) The binding affinity (normalized) is 0.439. The MHC is DRB1_0701 with pseudo-sequence DRB1_0701. The peptide sequence is YLGYVIRDLAAMDGG. (5) The peptide sequence is CSAVPVHWVPTSRTTW. The MHC is DRB1_1501 with pseudo-sequence DRB1_1501. The binding affinity (normalized) is 0.482.